This data is from Catalyst prediction with 721,799 reactions and 888 catalyst types from USPTO. The task is: Predict which catalyst facilitates the given reaction. (1) The catalyst class is: 54. Product: [F:3][C:4]1[CH:13]=[C:12]2[C:7]([C@H:8]([NH:14][C:15]([C@@H:17]3[CH2:22][N:21]4[CH2:23][C@H:24]([O:26][CH2:40][C:41]([F:44])([F:43])[F:42])[CH2:25][C@@H:20]4[CH2:19][N:18]3[C:27]([O:29][C:30]([CH3:33])([CH3:32])[CH3:31])=[O:28])=[O:16])[CH2:9][CH2:10][O:11]2)=[CH:6][CH:5]=1. Reactant: [H-].[Na+].[F:3][C:4]1[CH:13]=[C:12]2[C:7]([C@H:8]([NH:14][C:15]([C@@H:17]3[CH2:22][N:21]4[CH2:23][C@H:24]([OH:26])[CH2:25][C@@H:20]4[CH2:19][N:18]3[C:27]([O:29][C:30]([CH3:33])([CH3:32])[CH3:31])=[O:28])=[O:16])[CH2:9][CH2:10][O:11]2)=[CH:6][CH:5]=1.FC(F)(F)S(O[CH2:40][C:41]([F:44])([F:43])[F:42])(=O)=O. (2) Reactant: [N:1]1[CH:6]=[CH:5][CH:4]=[CH:3][C:2]=1[S:7][S:8][CH2:9][CH2:10][NH:11]C(=O)OC(C)(C)C.Cl. Product: [N:1]1[CH:6]=[CH:5][CH:4]=[CH:3][C:2]=1[S:7][S:8][CH2:9][CH2:10][NH2:11]. The catalyst class is: 548.